Task: Predict which catalyst facilitates the given reaction.. Dataset: Catalyst prediction with 721,799 reactions and 888 catalyst types from USPTO (1) Reactant: C([O:8][N:9]1[C:18]2[C:13](=[CH:14][CH:15]=[CH:16][N:17]=2)[C:12]([C:19]2[CH:24]=[CH:23][CH:22]=[C:21]([CH2:25][N:26]3[CH2:31][CH2:30][N:29]([CH2:32][C:33]4[CH:38]=[CH:37][CH:36]=[CH:35][CH:34]=4)[CH2:28][CH2:27]3)[CH:20]=2)=[CH:11][C:10]1=[O:39])C1C=CC=CC=1.Br.O. Product: [CH2:28]1[N:29]([CH2:32][C:33]2[CH:34]=[CH:35][CH:36]=[CH:37][CH:38]=2)[CH2:30][CH2:31][N:26]([CH2:25][C:21]2[CH:20]=[C:19]([C:12]3[C:13]4[CH:14]=[CH:15][CH:16]=[N:17][C:18]=4[N:9]([OH:8])[C:10](=[O:39])[CH:11]=3)[CH:24]=[CH:23][CH:22]=2)[CH2:27]1. The catalyst class is: 52. (2) Reactant: [CH:1]([C@H:3]1[CH2:5][C@@H:4]1[CH:6]1[CH2:11][CH2:10][N:9]([C:12]([O:14][CH2:15][C:16]2[CH:21]=[CH:20][CH:19]=[CH:18][CH:17]=2)=[O:13])[CH2:8][CH2:7]1)=[CH2:2].S(C)C.[OH-:25].[Na+].OO. Product: [OH:25][CH2:2][CH2:1][C@H:3]1[CH2:5][C@@H:4]1[CH:6]1[CH2:7][CH2:8][N:9]([C:12]([O:14][CH2:15][C:16]2[CH:17]=[CH:18][CH:19]=[CH:20][CH:21]=2)=[O:13])[CH2:10][CH2:11]1. The catalyst class is: 1.